From a dataset of Full USPTO retrosynthesis dataset with 1.9M reactions from patents (1976-2016). Predict the reactants needed to synthesize the given product. (1) The reactants are: O[CH2:2][C:3]1[C:4]([C:11]2[NH:12][CH:13]=[CH:14][N:15]=2)=[C:5]([OH:10])[C:6]([CH3:9])=[N:7][CH:8]=1.S(Cl)([Cl:18])=O. Given the product [ClH:18].[Cl:18][CH2:2][C:3]1[C:4]([C:11]2[NH:12][CH:13]=[CH:14][N:15]=2)=[C:5]([OH:10])[C:6]([CH3:9])=[N:7][CH:8]=1, predict the reactants needed to synthesize it. (2) Given the product [Cl:26][C:23]1[CH:24]=[CH:25][C:20]([N:18]([CH3:19])[C:15]2[CH:16]=[CH:17][C:12]([C:11]([C:6]3[N:5]=[C:4]([C:3]([OH:2])=[O:28])[C:9]([O:35][C:29]4[CH:34]=[CH:33][CH:32]=[CH:31][CH:30]=4)=[CH:8][CH:7]=3)=[O:27])=[CH:13][CH:14]=2)=[CH:21][CH:22]=1, predict the reactants needed to synthesize it. The reactants are: C[O:2][C:3](=[O:28])[C:4]1[C:9](Cl)=[CH:8][CH:7]=[C:6]([C:11](=[O:27])[C:12]2[CH:17]=[CH:16][C:15]([N:18]([C:20]3[CH:25]=[CH:24][C:23]([Cl:26])=[CH:22][CH:21]=3)[CH3:19])=[CH:14][CH:13]=2)[N:5]=1.[C:29]1([OH:35])[CH:34]=[CH:33][CH:32]=[CH:31][CH:30]=1. (3) Given the product [CH3:16][O:17][C:18](=[O:19])[C@H:20]([OH:22])[CH2:21][NH:1][C:2]1[CH:3]=[C:4]2[C:8](=[CH:9][CH:10]=1)[N:7]([CH:11]([CH3:14])[CH2:12][F:13])[C:6](=[O:15])[CH2:5]2, predict the reactants needed to synthesize it. The reactants are: [NH2:1][C:2]1[CH:3]=[C:4]2[C:8](=[CH:9][CH:10]=1)[N:7]([CH:11]([CH3:14])[CH2:12][F:13])[C:6](=[O:15])[CH2:5]2.[CH3:16][O:17][C:18]([C@@H:20]1[O:22][CH2:21]1)=[O:19].FC(F)(F)S([O-])(=O)=O.[Li+]. (4) Given the product [CH2:8]([C@:10]1([OH:29])[C:22]2[CH:21]=[C:20]3[N:16]([CH2:17][CH2:18][C:19]3=[O:23])[C:15](=[O:27])[C:14]=2[CH2:13][O:12][C:11]1=[O:28])[CH3:9], predict the reactants needed to synthesize it. The reactants are: FC(F)(F)C(O)=O.[CH2:8]([C@:10]1([OH:29])[C:22]2[CH:21]=[C:20]3[N:16]([CH2:17][CH2:18][C:19]43OCC[O:23]4)[C:15](=[O:27])[C:14]=2[CH2:13][O:12][C:11]1=[O:28])[CH3:9]. (5) Given the product [CH2:1]([N:8]1[CH2:12][CH2:11][C@H:10]([NH2:13])[CH2:9]1)[C:2]1[CH:3]=[CH:4][CH:5]=[CH:6][CH:7]=1, predict the reactants needed to synthesize it. The reactants are: [CH2:1]([N:8]1[CH2:12][CH2:11][C@H:10]([N:13]=[N+]=[N-])[CH2:9]1)[C:2]1[CH:7]=[CH:6][CH:5]=[CH:4][CH:3]=1.C1(P(C2C=CC=CC=2)C2C=CC=CC=2)C=CC=CC=1.